This data is from Peptide-MHC class I binding affinity with 185,985 pairs from IEDB/IMGT. The task is: Regression. Given a peptide amino acid sequence and an MHC pseudo amino acid sequence, predict their binding affinity value. This is MHC class I binding data. (1) The peptide sequence is YQFTGIKKY. The MHC is HLA-C12:03 with pseudo-sequence HLA-C12:03. The binding affinity (normalized) is 1.00. (2) The peptide sequence is SFSNTIQSYK. The MHC is HLA-A03:01 with pseudo-sequence HLA-A03:01. The binding affinity (normalized) is 0.560. (3) The peptide sequence is ELFIAPEGM. The MHC is HLA-B44:02 with pseudo-sequence HLA-B44:02. The binding affinity (normalized) is 0.0847. (4) The peptide sequence is ILAGPMPVTA. The MHC is HLA-A02:03 with pseudo-sequence HLA-A02:03. The binding affinity (normalized) is 0.553. (5) The peptide sequence is QPQLPYPQPQL. The MHC is HLA-B35:01 with pseudo-sequence HLA-B35:01. The binding affinity (normalized) is 0.0190.